Task: Predict the reactants needed to synthesize the given product.. Dataset: Full USPTO retrosynthesis dataset with 1.9M reactions from patents (1976-2016) (1) The reactants are: [Cl:1][C:2]1[CH:11]=[CH:10][C:9]2[CH2:8][N:7](C(OC(C)(C)C)=O)[CH2:6][CH2:5][C:4]=2[N:3]=1.[F:19][C:20]([F:31])([F:30])[C:21]1[CH:26]=[CH:25][C:24](B(O)O)=[CH:23][CH:22]=1. Given the product [ClH:1].[ClH:1].[F:19][C:20]([F:31])([F:30])[C:21]1[CH:26]=[CH:25][C:24]([C:2]2[CH:11]=[CH:10][C:9]3[CH2:8][NH:7][CH2:6][CH2:5][C:4]=3[N:3]=2)=[CH:23][CH:22]=1, predict the reactants needed to synthesize it. (2) Given the product [N+:8]([C:4]1[CH:3]=[C:2]([C:13]2[CH:12]=[CH:11][C:20]3[C:15](=[CH:16][CH:17]=[CH:18][CH:19]=3)[CH:14]=2)[CH:7]=[CH:6][CH:5]=1)([O-:10])=[O:9], predict the reactants needed to synthesize it. The reactants are: Br[C:2]1[CH:7]=[CH:6][CH:5]=[C:4]([N+:8]([O-:10])=[O:9])[CH:3]=1.[CH:11]1[C:20]2[C:15](=[CH:16][CH:17]=[CH:18][CH:19]=2)[CH:14]=[CH:13][C:12]=1OB(O)O.C1(P(C2C=CC=CC=2)C2C=CC3C(=CC=CC=3)C=2C2C3C(=CC=CC=3)C=CC=2P(C2C=CC=CC=2)C2C=CC=CC=2)C=CC=CC=1.C(=O)([O-])[O-].[Na+].[Na+]. (3) Given the product [ClH:1].[ClH:19].[Cl:19][C:20]1[CH:25]=[C:24]([Cl:26])[CH:23]=[CH:22][C:21]=1[NH:27][C:28]1[CH:29]=[C:30]([CH:36]([CH3:38])[CH3:37])[C:31]([CH2:34][N:39]2[CH2:44][CH2:43][S:42][CH2:41][CH2:40]2)=[CH:32][N:33]=1, predict the reactants needed to synthesize it. The reactants are: [Cl:1]C1N=C(C(C)C)C(C(NCC2CCC2)C)=CC=1.[Cl:19][C:20]1[CH:25]=[C:24]([Cl:26])[CH:23]=[CH:22][C:21]=1[NH:27][C:28]1[N:33]=[CH:32][C:31]([CH:34]=O)=[C:30]([CH:36]([CH3:38])[CH3:37])[CH:29]=1.[NH:39]1[CH2:44][CH2:43][S:42][CH2:41][CH2:40]1. (4) Given the product [OH:3][C@@H:4]1[C@H:5]([OH:27])[CH2:6][N:7]([C:10]2[CH:11]=[N:12][N:13]3[CH2:18][C@H:17]([CH3:19])[N:16]([C:20]([NH:47][C:41]4[CH:40]=[C:39]([F:38])[C:44]([F:45])=[C:43]([F:46])[CH:42]=4)=[O:22])[CH2:15][C:14]=23)[C:8]1=[O:9], predict the reactants needed to synthesize it. The reactants are: CC1(C)[O:27][C@@H:5]2[CH2:6][N:7]([C:10]3[CH:11]=[N:12][N:13]4[CH2:18][C@H:17]([CH3:19])[N:16]([C:20]([O:22]C(C)(C)C)=O)[CH2:15][C:14]=34)[C:8](=[O:9])[C@@H:4]2[O:3]1.C(N(C(C)C)C(C)C)C.[F:38][C:39]1[CH:40]=[C:41]([NH:47]C(=O)OC2C=CC=CC=2)[CH:42]=[C:43]([F:46])[C:44]=1[F:45].